From a dataset of Forward reaction prediction with 1.9M reactions from USPTO patents (1976-2016). Predict the product of the given reaction. (1) The product is: [Cl:1][C:2]1[CH:3]=[C:4]2[C:5]([C:6](=[O:8])[N:27]([CH2:24][CH:25]=[CH2:26])[C:12](=[O:14])[NH:11]2)=[CH:9][CH:10]=1. Given the reactants [Cl:1][C:2]1[CH:10]=[CH:9][C:5]([C:6]([OH:8])=O)=[C:4]([NH:11][C:12]([O:14]CC)=O)[CH:3]=1.CN1CCOCC1.[CH2:24]([NH2:27])[CH:25]=[CH2:26].CN([P+](ON1N=NC2C=CC=CC1=2)(N(C)C)N(C)C)C.F[P-](F)(F)(F)(F)F.C1CCN2C(=NCCC2)CC1.Cl, predict the reaction product. (2) The product is: [CH3:43][O:44][C:20]1[CH:19]=[C:18]([CH3:27])[CH:17]=[CH:22][C:21]=1[C@@H:32]([NH:33][C:9](=[O:11])[C@H:8]([N:7]1[C:2](=[O:1])[C:3]2[CH:16]=[CH:15][CH:14]=[CH:13][C:4]=2[N:5]=[N:6]1)[CH3:12])[CH3:31]. Given the reactants [O:1]=[C:2]1[N:7]([CH:8]([CH3:12])[C:9]([OH:11])=O)[N:6]=[N:5][C:4]2[CH:13]=[CH:14][CH:15]=[CH:16][C:3]1=2.[CH:17]1[CH:18]=[CH:19][C:20]2N(O)N=N[C:21]=2[CH:22]=1.[CH2:27](Cl)CCl.[CH3:31][CH2:32][N:33](C(C)C)C(C)C.CN([CH:43]=[O:44])C, predict the reaction product. (3) Given the reactants C([O:3][C:4]([CH:6]1[CH2:12][CH2:11][CH2:10][CH2:9][C:8](=[O:13])[NH:7]1)=O)C.B.[Li].Cl.C(=O)([O-])[O-].[K+].[K+], predict the reaction product. The product is: [OH:3][CH2:4][CH:6]1[NH:7][C:8](=[O:13])[CH2:9][CH2:10][CH2:11][CH2:12]1. (4) Given the reactants [BH4-].[Na+].C([O:5][C:6](=O)[CH2:7][CH2:8][N:9]([CH3:36])[C:10](=[O:35])[CH2:11][CH2:12][O:13][C@H:14]1[CH2:19][CH2:18][C@H:17]([N:20]([CH3:34])[S:21]([C:24]2[CH:29]=[CH:28][C:27]([C:30]([F:33])([F:32])[F:31])=[CH:26][CH:25]=2)(=[O:23])=[O:22])[CH2:16][CH2:15]1)C.C1COCC1.CO, predict the reaction product. The product is: [OH:5][CH2:6][CH2:7][CH2:8][N:9]([CH3:36])[C:10](=[O:35])[CH2:11][CH2:12][O:13][C@H:14]1[CH2:15][CH2:16][C@H:17]([N:20]([CH3:34])[S:21]([C:24]2[CH:29]=[CH:28][C:27]([C:30]([F:31])([F:32])[F:33])=[CH:26][CH:25]=2)(=[O:22])=[O:23])[CH2:18][CH2:19]1.